Task: Predict the reaction yield, written as a fraction of the theoretical maximum amount of product (1.0 means a 100% yield; for example, 0.34 means a 34% yield).. Dataset: Reaction yield outcomes from USPTO patents with 853,638 reactions (1) The reactants are [OH:1][C:2]1[N:3]=[CH:4][C:5]2[C:10]([CH:11]=1)=[CH:9][CH:8]=[CH:7][CH:6]=2.[S:12]1[CH:16]=[CH:15][C:14]2[C:17]([N:21]3[CH2:26][CH2:25][N:24]([CH2:27][CH2:28][CH2:29][Cl:30])[CH2:23][CH2:22]3)=[CH:18][CH:19]=[CH:20][C:13]1=2.C(=O)([O-])[O-].[K+].[K+].CN(C)C=O. The catalyst is O. The product is [ClH:30].[S:12]1[CH:16]=[CH:15][C:14]2[C:17]([N:21]3[CH2:22][CH2:23][N:24]([CH2:27][CH2:28][CH2:29][O:1][C:2]4[N:3]=[CH:4][C:5]5[C:10]([CH:11]=4)=[CH:9][CH:8]=[CH:7][CH:6]=5)[CH2:25][CH2:26]3)=[CH:18][CH:19]=[CH:20][C:13]1=2. The yield is 0.370. (2) The yield is 0.970. The reactants are [C:1]1([C:43]2[CH:48]=[CH:47][CH:46]=[CH:45][CH:44]=2)[CH:6]=[CH:5][C:4]([C@@:7]2([O:41][CH3:42])[CH2:40][N:10]3[C:11](=[O:39])[C@@H:12]([NH:31][C:32]([O:34][C:35]([CH3:38])([CH3:37])[CH3:36])=[O:33])[CH2:13][CH2:14][CH2:15][CH2:16][CH2:17][CH:18]=[CH:19][C@@H:20]4[CH2:25][C@@:21]4([C:26]([O:28]CC)=[O:27])[NH:22][C:23](=[O:24])[C@@H:9]3[CH2:8]2)=[CH:3][CH:2]=1.O.CO. The product is [C:1]1([C:43]2[CH:48]=[CH:47][CH:46]=[CH:45][CH:44]=2)[CH:2]=[CH:3][C:4]([C@@:7]2([O:41][CH3:42])[CH2:40][N:10]3[C:11](=[O:39])[C@@H:12]([NH:31][C:32]([O:34][C:35]([CH3:37])([CH3:38])[CH3:36])=[O:33])[CH2:13][CH2:14][CH2:15][CH2:16][CH2:17][CH:18]=[CH:19][C@@H:20]4[CH2:25][C@@:21]4([C:26]([OH:28])=[O:27])[NH:22][C:23](=[O:24])[C@@H:9]3[CH2:8]2)=[CH:5][CH:6]=1. The catalyst is O1CCCC1. (3) The reactants are [C:1]([O:4][C@H:5]1[C@H:13]([O:14][C:15](=[O:17])[CH3:16])[C@@H:12]([CH2:18][O:19]C(=O)C)[O:11][C@H:7]([S:8][CH2:9][CH3:10])[C@H:6]1[N:23]=[N+:24]=[N-:25])(=[O:3])[CH3:2].CC(O)=O.[Si:30](Cl)([C:33]([CH3:36])([CH3:35])[CH3:34])([CH3:32])[CH3:31]. The catalyst is CO. The product is [C:1]([O:4][C@H:5]1[C@H:13]([O:14][C:15](=[O:17])[CH3:16])[C@@H:12]([CH2:18][O:19][Si:30]([C:33]([CH3:36])([CH3:35])[CH3:34])([CH3:32])[CH3:31])[O:11][C@H:7]([S:8][CH2:9][CH3:10])[C@H:6]1[N:23]=[N+:24]=[N-:25])(=[O:3])[CH3:2]. The yield is 0.990. (4) The reactants are [Cl-].O[NH3+:3].[C:4](=[O:7])([O-])[OH:5].[Na+].CS(C)=O.[OH:13][CH:14]([CH3:51])[CH2:15][O:16][C@H:17]1[CH2:22][CH2:21][C@H:20]([N:23]2[C:28](=[O:29])[C:27]([CH2:30][C:31]3[CH:36]=[CH:35][C:34]([C:37]4[C:38]([C:43]#[N:44])=[CH:39][CH:40]=[CH:41][CH:42]=4)=[CH:33][CH:32]=3)=[C:26]([CH2:45][CH2:46][CH3:47])[N:25]3[N:48]=[CH:49][CH:50]=[C:24]23)[CH2:19][CH2:18]1. The catalyst is C(OCC)(=O)C. The product is [OH:13][CH:14]([CH3:51])[CH2:15][O:16][C@H:17]1[CH2:22][CH2:21][C@H:20]([N:23]2[C:28](=[O:29])[C:27]([CH2:30][C:31]3[CH:36]=[CH:35][C:34]([C:37]4[CH:42]=[CH:41][CH:40]=[CH:39][C:38]=4[C:43]4[NH:3][C:4](=[O:7])[O:5][N:44]=4)=[CH:33][CH:32]=3)=[C:26]([CH2:45][CH2:46][CH3:47])[N:25]3[N:48]=[CH:49][CH:50]=[C:24]23)[CH2:19][CH2:18]1. The yield is 0.660. (5) The reactants are [C:1]1([NH2:8])[CH:6]=[CH:5][C:4]([NH2:7])=[CH:3][CH:2]=1.[CH3:9][C:10]([O:13][C:14](O[C:14]([O:13][C:10]([CH3:12])([CH3:11])[CH3:9])=[O:15])=[O:15])([CH3:12])[CH3:11]. The catalyst is O1CCOCC1. The product is [C:10]([O:13][C:14](=[O:15])[NH:7][C:4]1[CH:5]=[CH:6][C:1]([NH2:8])=[CH:2][CH:3]=1)([CH3:12])([CH3:11])[CH3:9]. The yield is 0.950. (6) The reactants are C[O:2][C:3](=[O:33])[CH2:4][CH:5]1[CH2:13][C:12]2[C:7](=[CH:8][CH:9]=[C:10]([S:14]([N:17]3[CH2:22][CH2:21][N:20]([C:23]4[CH:28]=[CH:27][C:26]([C:29]([F:32])([F:31])[F:30])=[CH:25][CH:24]=4)[CH2:19][CH2:18]3)(=[O:16])=[O:15])[CH:11]=2)[CH2:6]1.[Li+].[OH-]. The catalyst is C1COCC1. The product is [F:32][C:29]([F:30])([F:31])[C:26]1[CH:27]=[CH:28][C:23]([N:20]2[CH2:19][CH2:18][N:17]([S:14]([C:10]3[CH:11]=[C:12]4[C:7](=[CH:8][CH:9]=3)[CH2:6][CH:5]([CH2:4][C:3]([OH:33])=[O:2])[CH2:13]4)(=[O:15])=[O:16])[CH2:22][CH2:21]2)=[CH:24][CH:25]=1. The yield is 0.980. (7) The reactants are [CH3:1][O:2][C:3]1[CH:11]=[C:10]([N+:12]([O-:14])=[O:13])[CH:9]=[CH:8][C:4]=1[C:5]([OH:7])=[O:6].[C:15](=O)([O-])[O-].[K+].[K+].IC. No catalyst specified. The product is [CH3:1][O:2][C:3]1[CH:11]=[C:10]([N+:12]([O-:14])=[O:13])[CH:9]=[CH:8][C:4]=1[C:5]([O:7][CH3:15])=[O:6]. The yield is 0.770.